The task is: Regression. Given two drug SMILES strings and cell line genomic features, predict the synergy score measuring deviation from expected non-interaction effect.. This data is from NCI-60 drug combinations with 297,098 pairs across 59 cell lines. Drug 1: CNC(=O)C1=CC=CC=C1SC2=CC3=C(C=C2)C(=NN3)C=CC4=CC=CC=N4. Drug 2: CCC1=CC2CC(C3=C(CN(C2)C1)C4=CC=CC=C4N3)(C5=C(C=C6C(=C5)C78CCN9C7C(C=CC9)(C(C(C8N6C)(C(=O)OC)O)OC(=O)C)CC)OC)C(=O)OC.C(C(C(=O)O)O)(C(=O)O)O. Cell line: SF-539. Synergy scores: CSS=49.3, Synergy_ZIP=-4.99, Synergy_Bliss=-0.489, Synergy_Loewe=1.23, Synergy_HSA=2.36.